Dataset: Catalyst prediction with 721,799 reactions and 888 catalyst types from USPTO. Task: Predict which catalyst facilitates the given reaction. (1) Reactant: [CH3:1][C:2]1[CH:3]=[C:4]([C:14]2[N:18]=[C:17]([C:19]3[S:20][C:21]([CH2:24][CH3:25])=[CH:22][CH:23]=3)[O:16][N:15]=2)[CH:5]=[C:6]([CH3:13])[C:7]=1[O:8][CH2:9][CH:10]1[CH2:12][O:11]1.[NH3:26]. Product: [NH2:26][CH2:12][CH:10]([OH:11])[CH2:9][O:8][C:7]1[C:2]([CH3:1])=[CH:3][C:4]([C:14]2[N:18]=[C:17]([C:19]3[S:20][C:21]([CH2:24][CH3:25])=[CH:22][CH:23]=3)[O:16][N:15]=2)=[CH:5][C:6]=1[CH3:13]. The catalyst class is: 5. (2) Reactant: [Cl:1][C:2]1[C:3]2[C:17]([I:18])=[CH:16][NH:15][C:4]=2[N:5]=[C:6]([NH:8][C:9](=[O:14])[C:10]([CH3:13])([CH3:12])[CH3:11])[N:7]=1.Cl.Cl[CH2:21][C:22]1[C:27]([CH3:28])=[C:26]([O:29][CH3:30])[C:25]([CH3:31])=[CH:24][N:23]=1.C([O-])([O-])=O.[K+].[K+]. Product: [Cl:1][C:2]1[C:3]2[C:17]([I:18])=[CH:16][N:15]([CH2:21][C:22]3[C:27]([CH3:28])=[C:26]([O:29][CH3:30])[C:25]([CH3:31])=[CH:24][N:23]=3)[C:4]=2[N:5]=[C:6]([NH:8][C:9](=[O:14])[C:10]([CH3:11])([CH3:12])[CH3:13])[N:7]=1. The catalyst class is: 3. (3) Reactant: [OH-].[Na+].[C:3]1([CH3:9])[CH:8]=[CH:7][CH:6]=[CH:5][CH:4]=1.C[NH:11][NH2:12]. Product: [NH:11]1[CH:9]=[CH:3][CH:4]=[N:12]1.[C:3]1([CH3:9])[CH:8]=[CH:7][CH:6]=[CH:5][CH:4]=1. The catalyst class is: 6. (4) Reactant: [Cl:1][C:2]1[C:11]2[C:6](=[C:7]([F:12])[CH:8]=[CH:9][CH:10]=2)[N:5]=[CH:4][C:3]=1[C:13]([OH:15])=O.Cl.[CH3:17][NH:18][O:19][CH3:20].C(Cl)CCl.C1C=CC2N(O)N=NC=2C=1.C(N(CC)CC)C. Product: [CH3:20][O:19][N:18]([CH3:17])[C:13]([C:3]1[CH:4]=[N:5][C:6]2[C:11]([C:2]=1[Cl:1])=[CH:10][CH:9]=[CH:8][C:7]=2[F:12])=[O:15]. The catalyst class is: 18. (5) Reactant: C([O:3][C:4]([C:6]1[N:11]=[C:10]([CH:12]2[CH2:17][CH2:16][N:15]([C:18]([O:20][C:21]([CH3:24])([CH3:23])[CH3:22])=[O:19])[CH2:14][CH2:13]2)[CH:9]=[CH:8][CH:7]=1)=[O:5])C.[OH-].[Na+]. Product: [C:21]([O:20][C:18]([N:15]1[CH2:16][CH2:17][CH:12]([C:10]2[CH:9]=[CH:8][CH:7]=[C:6]([C:4]([OH:5])=[O:3])[N:11]=2)[CH2:13][CH2:14]1)=[O:19])([CH3:24])([CH3:22])[CH3:23]. The catalyst class is: 5. (6) Reactant: C(O[C:6]([NH:8][C@@H:9]1[CH2:14][C@@H:13]([C:15]([O:17][CH2:18][CH3:19])=[O:16])[CH2:12][CH2:11][C@H:10]1[NH:20][C:21]([C:23]1[NH:24][C:25]2[C:30]([CH:31]=1)=[CH:29][C:28]([Cl:32])=[CH:27][CH:26]=2)=[O:22])=[O:7])(C)(C)C.Cl.[CH3:34][N:35]1[CH2:40][CH2:39][C:38]2[N:41]=[C:42](C([O-])=O)[S:43][C:37]=2[CH2:36]1.[Li+]. Product: [Cl:32][C:28]1[CH:29]=[C:30]2[C:25](=[CH:26][CH:27]=1)[NH:24][C:23]([C:21]([NH:20][C@@H:10]1[CH2:11][CH2:12][C@H:13]([C:15]([O:17][CH2:18][CH3:19])=[O:16])[CH2:14][C@H:9]1[NH:8][C:6]([C:42]1[S:43][C:37]3[CH2:36][N:35]([CH3:34])[CH2:40][CH2:39][C:38]=3[N:41]=1)=[O:7])=[O:22])=[CH:31]2. The catalyst class is: 8. (7) Reactant: C(Cl)Cl.C(N(CC)CC)C.C(O)=O.[C:14]([NH:33][CH:34]([C:40](=[O:56])[CH2:41][CH2:42][CH2:43][CH2:44][CH2:45][CH2:46][CH2:47][CH2:48][CH2:49][CH2:50][CH2:51][CH2:52][CH2:53][CH2:54][CH3:55])[C:35]([O:37][CH2:38][CH3:39])=[O:36])(=[O:32])[CH2:15][CH2:16][CH2:17][CH2:18][CH2:19][CH2:20][CH2:21][CH2:22][CH2:23][CH2:24][CH2:25][CH2:26][CH2:27][CH2:28][CH2:29][CH2:30][CH3:31]. Product: [C:14]([NH:33][C@H:34]([C@H:40]([OH:56])[CH2:41][CH2:42][CH2:43][CH2:44][CH2:45][CH2:46][CH2:47][CH2:48][CH2:49][CH2:50][CH2:51][CH2:52][CH2:53][CH2:54][CH3:55])[C:35]([O:37][CH2:38][CH3:39])=[O:36])(=[O:32])[CH2:15][CH2:16][CH2:17][CH2:18][CH2:19][CH2:20][CH2:21][CH2:22][CH2:23][CH2:24][CH2:25][CH2:26][CH2:27][CH2:28][CH2:29][CH2:30][CH3:31]. The catalyst class is: 6. (8) Reactant: Cl.[NH2:2][C:3]1[CH:4]=[C:5]([CH:15]=[CH:16][CH:17]=1)[CH2:6][CH2:7][NH:8][C:9](=[O:14])[C:10]([F:13])([F:12])[F:11].[N:18]([O-])=O.[Na+].O.O.[Sn](Cl)(Cl)(Cl)Cl. Product: [NH:2]([C:3]1[CH:4]=[C:5]([CH:15]=[CH:16][CH:17]=1)[CH2:6][CH2:7][NH:8][C:9](=[O:14])[C:10]([F:11])([F:12])[F:13])[NH2:18]. The catalyst class is: 126. (9) Reactant: Cl[C:2]1[N:7]=[C:6]([NH:8][C@@H:9]2[C@@H:14]3[CH2:15][C@@H:11]([CH:12]=[CH:13]3)[C@@H:10]2[C:16]([NH2:18])=[O:17])[C:5]([Cl:19])=[CH:4][N:3]=1.[NH2:20][C:21]1[CH:22]=[N:23][N:24]([C@H:26]2[CH2:30][CH2:29][N:28](C(OC(C)(C)C)=O)[CH2:27]2)[CH:25]=1. Product: [Cl:19][C:5]1[C:6]([NH:8][C@@H:9]2[C@@H:14]3[CH2:15][C@@H:11]([CH:12]=[CH:13]3)[C@@H:10]2[C:16]([NH2:18])=[O:17])=[N:7][C:2]([NH:20][C:21]2[CH:22]=[N:23][N:24]([C@H:26]3[CH2:30][CH2:29][NH:28][CH2:27]3)[CH:25]=2)=[N:3][CH:4]=1. The catalyst class is: 41.